From a dataset of Catalyst prediction with 721,799 reactions and 888 catalyst types from USPTO. Predict which catalyst facilitates the given reaction. (1) Reactant: C([O:5][C:6]([N:8]1[CH2:12][C@@H:11]([C:13]2[C:21]3[C:16](=[CH:17][CH:18]=[CH:19][CH:20]=3)[NH:15][CH:14]=2)[C@H:10]([C:22]2[C:32]3=[C:33]4[C:28](=[CH:29][CH:30]=[CH:31]3)[CH2:27][CH2:26][CH2:25][N:24]4[CH:23]=2)[CH2:9]1)=O)(C)(C)C.Cl.O1CCOCC1.CCN(C(C)C)C(C)C.[CH:50]1(C(Cl)=O)[CH2:53][CH2:52][CH2:51]1. Product: [CH:50]1([C:6]([N:8]2[CH2:12][C@@H:11]([C:13]3[C:21]4[C:16](=[CH:17][CH:18]=[CH:19][CH:20]=4)[NH:15][CH:14]=3)[C@H:10]([C:22]3[C:32]4=[C:33]5[C:28](=[CH:29][CH:30]=[CH:31]4)[CH2:27][CH2:26][CH2:25][N:24]5[CH:23]=3)[CH2:9]2)=[O:5])[CH2:53][CH2:52][CH2:51]1. The catalyst class is: 2. (2) Reactant: [CH2:1]([O:3][C:4](=[O:21])[CH2:5][CH:6]1[CH2:11][CH2:10][N:9]([C:12]2[C:17]([NH2:18])=[CH:16][C:15]([C:19]#[N:20])=[CH:14][N:13]=2)[CH2:8][CH2:7]1)[CH3:2].[Cl:22][C:23]1[CH:24]=[C:25]([CH:29]=[CH:30][CH:31]=1)[C:26](Cl)=[O:27]. Product: [CH2:1]([O:3][C:4](=[O:21])[CH2:5][CH:6]1[CH2:7][CH2:8][N:9]([C:12]2[C:17]([NH:18][C:26](=[O:27])[C:25]3[CH:29]=[CH:30][CH:31]=[C:23]([Cl:22])[CH:24]=3)=[CH:16][C:15]([C:19]#[N:20])=[CH:14][N:13]=2)[CH2:10][CH2:11]1)[CH3:2]. The catalyst class is: 10.